From a dataset of Full USPTO retrosynthesis dataset with 1.9M reactions from patents (1976-2016). Predict the reactants needed to synthesize the given product. (1) Given the product [NH2:11][C:10]1[CH:12]=[CH:13][C:14]([N+:16]([O-:18])=[O:17])=[CH:15][C:9]=1[NH:8][C:5](=[O:6])[C:1]([CH3:4])([CH3:3])[CH3:2], predict the reactants needed to synthesize it. The reactants are: [C:1]([C:5](Cl)=[O:6])([CH3:4])([CH3:3])[CH3:2].[NH2:8][C:9]1[CH:15]=[C:14]([N+:16]([O-:18])=[O:17])[CH:13]=[CH:12][C:10]=1[NH2:11].N1C=CC=CC=1. (2) Given the product [Br:43][C:6]1[CH:11]=[CH:10][C:9]([N:12]([C:17]2[C:36]([CH:37]3[CH2:39][CH2:38]3)=[CH:35][C:20]3[C:21]([C:31]([NH:33][CH3:34])=[O:32])=[C:22]([C:24]4[CH:29]=[CH:28][C:27]([F:30])=[CH:26][CH:25]=4)[O:23][C:19]=3[CH:18]=2)[S:13]([CH3:16])(=[O:15])=[O:14])=[CH:8][C:7]=1[CH:40]([F:42])[F:41], predict the reactants needed to synthesize it. The reactants are: N([O-])=O.[Na+].N[C:6]1[CH:11]=[CH:10][C:9]([N:12]([C:17]2[C:36]([CH:37]3[CH2:39][CH2:38]3)=[CH:35][C:20]3[C:21]([C:31]([NH:33][CH3:34])=[O:32])=[C:22]([C:24]4[CH:29]=[CH:28][C:27]([F:30])=[CH:26][CH:25]=4)[O:23][C:19]=3[CH:18]=2)[S:13]([CH3:16])(=[O:15])=[O:14])=[CH:8][C:7]=1[CH:40]([F:42])[F:41].[BrH:43]. (3) Given the product [Br:9][CH:10]([CH2:14][CH2:15][Br:16])[C:11]([NH:6][C:5]1[CH:7]=[CH:8][C:2]([Br:1])=[CH:3][CH:4]=1)=[O:12], predict the reactants needed to synthesize it. The reactants are: [Br:1][C:2]1[CH:8]=[CH:7][C:5]([NH2:6])=[CH:4][CH:3]=1.[Br:9][CH:10]([CH2:14][CH2:15][Br:16])[C:11](Cl)=[O:12].Cl. (4) The reactants are: [F:1][C:2]([F:21])([O:7][Si:8]([C:15]1[CH:20]=[CH:19][CH:18]=[CH:17][CH:16]=1)(OCC)[O:9][CH2:10][CH3:11])[C:3]([F:6])([F:5])[F:4].S(Cl)([Cl:24])=O.Cl.[NH+]1C=CC=CC=1. Given the product [F:1][C:2]([F:21])([O:7][Si:8]([C:15]1[CH:20]=[CH:19][CH:18]=[CH:17][CH:16]=1)([Cl:24])[O:9][CH2:10][CH3:11])[C:3]([F:6])([F:5])[F:4], predict the reactants needed to synthesize it.